From a dataset of Forward reaction prediction with 1.9M reactions from USPTO patents (1976-2016). Predict the product of the given reaction. (1) Given the reactants C(O[C:4]1[C:8]([O:9][CH2:10][CH3:11])=[N:7][S:6](=[O:12])[N:5]=1)C.[C:13]([O:17][C:18](=[O:29])[C@H:19]([CH2:21][C:22]1[CH:27]=[CH:26][C:25]([OH:28])=[CH:24][CH:23]=1)[NH2:20])([CH3:16])([CH3:15])[CH3:14], predict the reaction product. The product is: [C:13]([O:17][C:18](=[O:29])[C@H:19]([CH2:21][C:22]1[CH:27]=[CH:26][C:25]([OH:28])=[CH:24][CH:23]=1)[NH:20][C:4]1[C:8]([O:9][CH2:10][CH3:11])=[N:7][S:6](=[O:12])[N:5]=1)([CH3:16])([CH3:14])[CH3:15]. (2) The product is: [OH:35][C:34]1[C:33]([CH3:36])=[CH:32][C:29]([CH2:30][NH:1][C:2]2[NH:6][N:5]=[C:4]([NH:7][C:8]3[CH:13]=[CH:12][C:11]([N:14]4[CH2:19][CH2:18][CH:17]([CH:20]([CH3:22])[CH3:21])[CH2:16][CH2:15]4)=[CH:10][CH:9]=3)[C:3]=2[C:23]([NH2:25])=[O:24])=[CH:28][C:27]=1[CH3:26]. Given the reactants [NH2:1][C:2]1[NH:6][N:5]=[C:4]([NH:7][C:8]2[CH:13]=[CH:12][C:11]([N:14]3[CH2:19][CH2:18][CH:17]([CH:20]([CH3:22])[CH3:21])[CH2:16][CH2:15]3)=[CH:10][CH:9]=2)[C:3]=1[C:23]([NH2:25])=[O:24].[CH3:26][C:27]1[CH:28]=[C:29]([CH:32]=[C:33]([CH3:36])[C:34]=1[OH:35])[CH:30]=O.CN(C=O)C.[BH4-].[Na+], predict the reaction product. (3) Given the reactants [CH:1]1([CH2:7][C:8]([OH:10])=O)[CH2:6][CH2:5][CH2:4][CH2:3][CH2:2]1.[C:11]1([NH2:18])[CH:16]=[CH:15][C:14]([NH2:17])=[CH:13][CH:12]=1.C(N1C=CN=C1)(N1C=CN=C1)=O.C([NH:38][C@@H:39]1[CH2:43][CH2:42][C@H:41]([C:44](O)=[O:45])[CH2:40]1)(OC(C)(C)C)=O.C1CCC(N=C=NC2CCCCC2)CC1.C1C=CC2N(O)N=NC=2C=1.C(O)(C(F)(F)F)=O.[ClH:79], predict the reaction product. The product is: [ClH:79].[CH:1]1([CH2:7][C:8]([NH:17][C:14]2[CH:15]=[CH:16][C:11]([NH:18][C:44]([C@@H:41]3[CH2:42][CH2:43][C@H:39]([NH2:38])[CH2:40]3)=[O:45])=[CH:12][CH:13]=2)=[O:10])[CH2:2][CH2:3][CH2:4][CH2:5][CH2:6]1. (4) Given the reactants Br[C:2]1[CH:7]=[C:6]([O:8][CH3:9])[C:5]([F:10])=[CH:4][C:3]=1[O:11][CH2:12][CH:13]1[CH2:15][CH2:14]1.C([Li])CCC.C(O[B:25]1[O:29][C:28]([CH3:31])([CH3:30])[C:27]([CH3:33])([CH3:32])[O:26]1)(C)C, predict the reaction product. The product is: [CH:13]1([CH2:12][O:11][C:3]2[CH:4]=[C:5]([F:10])[C:6]([O:8][CH3:9])=[CH:7][C:2]=2[B:25]2[O:29][C:28]([CH3:31])([CH3:30])[C:27]([CH3:33])([CH3:32])[O:26]2)[CH2:15][CH2:14]1. (5) Given the reactants [F:1][C:2]1[CH:7]=[CH:6][C:5]([CH2:8][CH2:9][OH:10])=[CH:4][CH:3]=1.S(=O)(=O)=O.N1C=CC=CC=1.Cl, predict the reaction product. The product is: [F:1][C:2]1[CH:7]=[CH:6][C:5]([CH2:8][CH:9]=[O:10])=[CH:4][CH:3]=1.